From a dataset of NCI-60 drug combinations with 297,098 pairs across 59 cell lines. Regression. Given two drug SMILES strings and cell line genomic features, predict the synergy score measuring deviation from expected non-interaction effect. (1) Drug 1: CN1CCC(CC1)COC2=C(C=C3C(=C2)N=CN=C3NC4=C(C=C(C=C4)Br)F)OC. Drug 2: CC1=C2C(C(=O)C3(C(CC4C(C3C(C(C2(C)C)(CC1OC(=O)C(C(C5=CC=CC=C5)NC(=O)C6=CC=CC=C6)O)O)OC(=O)C7=CC=CC=C7)(CO4)OC(=O)C)O)C)OC(=O)C. Cell line: OVCAR3. Synergy scores: CSS=43.7, Synergy_ZIP=3.50, Synergy_Bliss=5.17, Synergy_Loewe=-16.5, Synergy_HSA=7.11. (2) Drug 1: CS(=O)(=O)C1=CC(=C(C=C1)C(=O)NC2=CC(=C(C=C2)Cl)C3=CC=CC=N3)Cl. Drug 2: C1CCC(C(C1)N)N.C(=O)(C(=O)[O-])[O-].[Pt+4]. Cell line: HS 578T. Synergy scores: CSS=8.30, Synergy_ZIP=5.53, Synergy_Bliss=11.6, Synergy_Loewe=3.55, Synergy_HSA=4.84. (3) Drug 1: CN(CCCl)CCCl.Cl. Drug 2: C1C(C(OC1N2C=NC3=C2NC=NCC3O)CO)O. Cell line: T-47D. Synergy scores: CSS=18.1, Synergy_ZIP=-0.291, Synergy_Bliss=5.57, Synergy_Loewe=2.16, Synergy_HSA=5.97. (4) Drug 1: CS(=O)(=O)OCCCCOS(=O)(=O)C. Drug 2: C1=NNC2=C1C(=O)NC=N2. Cell line: NCI-H322M. Synergy scores: CSS=0.679, Synergy_ZIP=0.724, Synergy_Bliss=2.02, Synergy_Loewe=-0.127, Synergy_HSA=0.391. (5) Drug 1: CC1=C(N=C(N=C1N)C(CC(=O)N)NCC(C(=O)N)N)C(=O)NC(C(C2=CN=CN2)OC3C(C(C(C(O3)CO)O)O)OC4C(C(C(C(O4)CO)O)OC(=O)N)O)C(=O)NC(C)C(C(C)C(=O)NC(C(C)O)C(=O)NCCC5=NC(=CS5)C6=NC(=CS6)C(=O)NCCC[S+](C)C)O. Drug 2: C1CNP(=O)(OC1)N(CCCl)CCCl. Cell line: UACC-257. Synergy scores: CSS=3.94, Synergy_ZIP=0.634, Synergy_Bliss=4.41, Synergy_Loewe=0.123, Synergy_HSA=2.23. (6) Drug 1: CC(C1=C(C=CC(=C1Cl)F)Cl)OC2=C(N=CC(=C2)C3=CN(N=C3)C4CCNCC4)N. Drug 2: C1=CC(=CC=C1CC(C(=O)O)N)N(CCCl)CCCl.Cl. Cell line: IGROV1. Synergy scores: CSS=14.6, Synergy_ZIP=-6.10, Synergy_Bliss=-3.76, Synergy_Loewe=-6.96, Synergy_HSA=-3.71.